This data is from Forward reaction prediction with 1.9M reactions from USPTO patents (1976-2016). The task is: Predict the product of the given reaction. (1) Given the reactants [CH2:1]([O:8][C:9](=[O:30])[CH:10]([C:15](=O)[C:16]1[CH:21]=[CH:20][C:19]([O:22][CH2:23][C:24]([O:26][CH2:27][CH3:28])=[O:25])=[CH:18][CH:17]=1)[CH2:11][C:12](=O)[CH3:13])[C:2]1[CH:7]=[CH:6][CH:5]=[CH:4][CH:3]=1.[CH3:31][O:32][C:33]1[C:39]([O:40][CH3:41])=[CH:38][CH:37]=[CH:36][C:34]=1[NH2:35].O.C1(C)C=CC(S(O)(=O)=O)=CC=1.C(O)C, predict the reaction product. The product is: [CH2:1]([O:8][C:9]([C:10]1[CH:11]=[C:12]([CH3:13])[N:35]([C:34]2[CH:36]=[CH:37][CH:38]=[C:39]([O:40][CH3:41])[C:33]=2[O:32][CH3:31])[C:15]=1[C:16]1[CH:21]=[CH:20][C:19]([O:22][CH2:23][C:24]([O:26][CH2:27][CH3:28])=[O:25])=[CH:18][CH:17]=1)=[O:30])[C:2]1[CH:7]=[CH:6][CH:5]=[CH:4][CH:3]=1. (2) Given the reactants COC1C=CC(N2CCN(CCC3C=CC=CC=3)CC2)=CC=1C.C[O:25][C:26]1[CH:27]=[CH:28][C:29]([N:34]2[CH2:39][CH2:38][N:37]([CH2:40][CH2:41][C:42]3[CH:47]=[CH:46][CH:45]=[CH:44][CH:43]=3)[CH2:36][CH2:35]2)=[C:30]([CH:33]=1)[C:31]#[N:32], predict the reaction product. The product is: [OH:25][C:26]1[CH:27]=[CH:28][C:29]([N:34]2[CH2:39][CH2:38][N:37]([CH2:40][CH2:41][C:42]3[CH:43]=[CH:44][CH:45]=[CH:46][CH:47]=3)[CH2:36][CH2:35]2)=[C:30]([CH:33]=1)[C:31]#[N:32]. (3) The product is: [F:1][C:2]1[C:7]([F:8])=[CH:6][C:5]2=[N:9][S:18][N:10]=[C:4]2[CH:3]=1. Given the reactants [F:1][C:2]1[CH:3]=[C:4]([NH2:10])[C:5]([NH2:9])=[CH:6][C:7]=1[F:8].C(N(CC)CC)C.[S:18](Cl)(Cl)=O, predict the reaction product. (4) Given the reactants [Cl:1][C:2]1[CH:7]=[CH:6][N:5]=[C:4]([NH2:8])[C:3]=1[NH2:9].[CH2:10]([O:17][C:18]1[CH:25]=[CH:24][C:21]([CH:22]=O)=[CH:20][CH:19]=1)[C:11]1[CH:16]=[CH:15][CH:14]=[CH:13][CH:12]=1, predict the reaction product. The product is: [CH2:10]([O:17][C:18]1[CH:19]=[CH:20][C:21](/[CH:22]=[N:9]/[C:3]2[C:4]([NH2:8])=[N:5][CH:6]=[CH:7][C:2]=2[Cl:1])=[CH:24][CH:25]=1)[C:11]1[CH:12]=[CH:13][CH:14]=[CH:15][CH:16]=1. (5) The product is: [C:33]([C:2]1[N:7]2[C:8]([CH2:15][CH:16]3[CH2:21][CH2:20][C:19]([F:22])([F:23])[CH2:18][CH2:17]3)=[C:9]([C:11]([F:13])([F:14])[F:12])[N:10]=[C:6]2[CH:5]=[C:4]([C:24]([O:26][CH3:27])=[O:25])[CH:3]=1)#[N:34]. Given the reactants Cl[C:2]1[N:7]2[C:8]([CH2:15][CH:16]3[CH2:21][CH2:20][C:19]([F:23])([F:22])[CH2:18][CH2:17]3)=[C:9]([C:11]([F:14])([F:13])[F:12])[N:10]=[C:6]2[CH:5]=[C:4]([C:24]([O:26][CH3:27])=[O:25])[CH:3]=1.C(=O)([O-])O.[Na+].[CH3:33][N:34](C=O)C, predict the reaction product. (6) Given the reactants [CH3:1][N:2]([CH3:6])[C:3](Cl)=[O:4].[C:7]([O:11][C:12]([N:14]1[CH2:19][CH2:18][CH:17]([CH2:20][CH2:21][CH2:22][CH2:23][C:24]2[CH:29]=[CH:28][C:27]([NH2:30])=[CH:26][CH:25]=2)[CH2:16][CH2:15]1)=[O:13])([CH3:10])([CH3:9])[CH3:8].CCN(CC)CC, predict the reaction product. The product is: [C:7]([O:11][C:12]([N:14]1[CH2:19][CH2:18][CH:17]([CH2:20][CH2:21][CH2:22][CH2:23][C:24]2[CH:29]=[CH:28][C:27]([NH:30][C:3]([N:2]([CH3:6])[CH3:1])=[O:4])=[CH:26][CH:25]=2)[CH2:16][CH2:15]1)=[O:13])([CH3:10])([CH3:8])[CH3:9].